From a dataset of HIV replication inhibition screening data with 41,000+ compounds from the AIDS Antiviral Screen. Binary Classification. Given a drug SMILES string, predict its activity (active/inactive) in a high-throughput screening assay against a specified biological target. The drug is CC1CCC(NC(=O)N(CCCl)N=O)CC1. The result is 0 (inactive).